Task: Predict which catalyst facilitates the given reaction.. Dataset: Catalyst prediction with 721,799 reactions and 888 catalyst types from USPTO Reactant: [NH2:1][C:2]1[NH:6][N:5]=[C:4]([OH:7])[C:3]=1[C:8]1[CH:9]=[N:10][CH:11]=[CH:12][CH:13]=1.[O:14]1[CH2:19][CH2:18][O:17][C:16]2[CH:20]=[C:21]([C:24](=O)[CH2:25][C:26](OCC)=[O:27])[CH:22]=[CH:23][C:15]1=2. Product: [O:14]1[CH2:19][CH2:18][O:17][C:16]2[CH:20]=[C:21]([C:24]3[NH:1][C:2]4[N:6]([N:5]=[C:4]([OH:7])[C:3]=4[C:8]4[CH:9]=[N:10][CH:11]=[CH:12][CH:13]=4)[C:26](=[O:27])[CH:25]=3)[CH:22]=[CH:23][C:15]1=2. The catalyst class is: 15.